From a dataset of Reaction yield outcomes from USPTO patents with 853,638 reactions. Predict the reaction yield, written as a fraction of the theoretical maximum amount of product (1.0 means a 100% yield; for example, 0.34 means a 34% yield). (1) The reactants are [CH3:1][O:2][C:3](=[O:23])[C:4]([CH3:22])([CH3:21])[CH:5]([C:11]1[CH:20]=[CH:19][C:14]([C:15]([O:17][CH3:18])=[O:16])=[CH:13][N:12]=1)OS(C)(=O)=O. The catalyst is CO.[Pd]. The product is [CH3:1][O:2][C:3](=[O:23])[C:4]([CH3:21])([CH3:22])[CH2:5][C:11]1[CH:20]=[CH:19][C:14]([C:15]([O:17][CH3:18])=[O:16])=[CH:13][N:12]=1. The yield is 0.824. (2) The reactants are [OH-].[Li+].[CH2:3]([C:9]1[CH:10]=[C:11]2[C:16](=[CH:17][CH:18]=1)[C:15]([C:19]([NH:21][C:22]1[CH:23]=[C:24]([CH:33]=[CH:34][CH:35]=1)[O:25][CH2:26][C:27]([O:29]C(C)C)=[O:28])=[O:20])=[CH:14][CH:13]=[CH:12]2)[CH2:4][CH2:5][CH2:6][CH2:7][CH3:8]. The catalyst is C1COCC1. The product is [CH2:3]([C:9]1[CH:10]=[C:11]2[C:16](=[CH:17][CH:18]=1)[C:15]([C:19]([NH:21][C:22]1[CH:23]=[C:24]([CH:33]=[CH:34][CH:35]=1)[O:25][CH2:26][C:27]([OH:29])=[O:28])=[O:20])=[CH:14][CH:13]=[CH:12]2)[CH2:4][CH2:5][CH2:6][CH2:7][CH3:8]. The yield is 0.900. (3) The reactants are Br[CH2:2][CH2:3][O:4][Si:5]([C:8]([CH3:11])([CH3:10])[CH3:9])([CH3:7])[CH3:6].C(=O)([O-])[O-].[K+].[K+].[I:18][C:19]1[CH:20]=[C:21]([OH:25])[CH:22]=[CH:23][CH:24]=1. The catalyst is CN(C)C=O.[I-].C([N+](CCCC)(CCCC)CCCC)CCC. The product is [C:8]([Si:5]([O:4][CH2:3][CH2:2][O:25][C:21]1[CH:22]=[CH:23][CH:24]=[C:19]([I:18])[CH:20]=1)([CH3:7])[CH3:6])([CH3:11])([CH3:10])[CH3:9]. The yield is 0.430. (4) The reactants are [Cl:1][C:2]1[CH:3]=[C:4]([C:8]2[N:13]=[C:12]([CH2:14][C:15]3[CH:20]=[CH:19][C:18]([CH2:21][C:22](Cl)=[O:23])=[CH:17][CH:16]=3)[CH:11]=[C:10]([CH2:25][CH3:26])[N:9]=2)[CH:5]=[CH:6][CH:7]=1.[CH2:27]([NH2:30])[CH2:28][CH3:29].C(N(C(C)C)CC)(C)C.Cl. The catalyst is ClCCl.O. The product is [Cl:1][C:2]1[CH:3]=[C:4]([C:8]2[N:13]=[C:12]([CH2:14][C:15]3[CH:20]=[CH:19][C:18]([CH2:21][C:22]([NH:30][CH2:27][CH2:28][CH3:29])=[O:23])=[CH:17][CH:16]=3)[CH:11]=[C:10]([CH2:25][CH3:26])[N:9]=2)[CH:5]=[CH:6][CH:7]=1. The yield is 0.550. (5) The reactants are [CH3:1][N:2]([CH:10]1[CH2:15][CH2:14][CH:13]([O:16][C:17]2[N:18]=[CH:19][N:20]=[C:21]3[C:28]=2[C:27]2[C@@H:26]([CH2:29][CH:30]=[O:31])[CH2:25][CH2:24][C:23]=2[S:22]3)[CH2:12][CH2:11]1)[C:3](=[O:9])[O:4][C:5]([CH3:8])([CH3:7])[CH3:6].B([CH2:37][CH3:38])(CC)CC.[C:39]([O:43]O)(C)(C)[CH3:40].O=O.[NH4+].[OH-]. The catalyst is C1COCC1. The product is [OH:31][C@H:30]([C@@H:38]1[CH2:37][CH2:40][CH2:39][O:43]1)[CH2:29][C@H:26]1[CH2:25][CH2:24][C:23]2[S:22][C:21]3[C:28](=[C:17]([O:16][CH:13]4[CH2:14][CH2:15][CH:10]([N:2]([CH3:1])[C:3](=[O:9])[O:4][C:5]([CH3:8])([CH3:6])[CH3:7])[CH2:11][CH2:12]4)[N:18]=[CH:19][N:20]=3)[C:27]1=2. The yield is 0.400. (6) The reactants are [Br:1][C:2]1[CH:7]=[CH:6][C:5]([S:8](Cl)(=[O:10])=[O:9])=[C:4]([C:12]([F:15])([F:14])[F:13])[CH:3]=1.[CH:16]1([NH2:19])[CH2:18][CH2:17]1. The catalyst is ClCCl. The product is [Br:1][C:2]1[CH:7]=[CH:6][C:5]([S:8]([NH:19][CH:16]2[CH2:18][CH2:17]2)(=[O:10])=[O:9])=[C:4]([C:12]([F:15])([F:14])[F:13])[CH:3]=1. The yield is 0.960. (7) The reactants are [Cl:1][C:2]1[C:3]([NH:12][S:13]([CH2:16][CH2:17][CH3:18])(=[O:15])=[O:14])=[N:4][C:5]2[C:10]([N:11]=1)=[CH:9][CH:8]=[CH:7][CH:6]=2.C(N(C(C)C)CC)(C)C.[CH3:28][Si:29]([CH3:36])([CH3:35])[CH2:30][CH2:31][O:32][CH2:33]Cl.O. The catalyst is ClCCl. The product is [Cl:1][C:2]1[C:3]([N:12]([CH2:33][O:32][CH2:31][CH2:30][Si:29]([CH3:36])([CH3:35])[CH3:28])[S:13]([CH2:16][CH2:17][CH3:18])(=[O:15])=[O:14])=[N:4][C:5]2[C:10]([N:11]=1)=[CH:9][CH:8]=[CH:7][CH:6]=2. The yield is 0.940. (8) The reactants are [F:1][C:2]1[CH:3]=[C:4]2[C:8](=[CH:9][CH:10]=1)[N:7]([CH2:11][C:12]1[O:13][C:14]([C:17]([F:20])([F:19])[F:18])=[CH:15][CH:16]=1)[C:6](=[O:21])[C:5]2(O)[C:22]1[C:27]([OH:28])=[CH:26][CH:25]=[C:24]([O:29][CH3:30])[N:23]=1.C(N(CC)CC)C.S(Cl)(Cl)=O.C(O)(=O)C. The catalyst is O1CCCC1.[Zn]. The product is [F:1][C:2]1[CH:3]=[C:4]2[C:8](=[CH:9][CH:10]=1)[N:7]([CH2:11][C:12]1[O:13][C:14]([C:17]([F:20])([F:18])[F:19])=[CH:15][CH:16]=1)[C:6](=[O:21])[CH:5]2[C:22]1[C:27]([OH:28])=[CH:26][CH:25]=[C:24]([O:29][CH3:30])[N:23]=1. The yield is 0.830. (9) The reactants are [CH3:1][O:2][CH2:3][CH2:4][N:5]([CH3:15])[C:6]1[CH:11]=[CH:10][C:9]([N+:12]([O-])=O)=[CH:8][N:7]=1. The catalyst is C(OCC)(=O)C. The product is [CH3:1][O:2][CH2:3][CH2:4][N:5]([CH3:15])[C:6]1[CH:11]=[CH:10][C:9]([NH2:12])=[CH:8][N:7]=1. The yield is 0.730. (10) The reactants are [CH:1]1([C:4]#[C:5][C:6]2([C:24]([F:27])([F:26])[F:25])[O:11][C:10](=[O:12])[NH:9][C:8]3[CH:13]=[CH:14][C:15]([O:17]COCCOC)=[CH:16][C:7]2=3)[CH2:3][CH2:2]1.FC(F)(F)C(O)=O. No catalyst specified. The product is [CH:1]1([C:4]#[C:5][C:6]2([C:24]([F:26])([F:27])[F:25])[O:11][C:10](=[O:12])[NH:9][C:8]3[CH:13]=[CH:14][C:15]([OH:17])=[CH:16][C:7]2=3)[CH2:3][CH2:2]1. The yield is 0.960.